Dataset: Reaction yield outcomes from USPTO patents with 853,638 reactions. Task: Predict the reaction yield, written as a fraction of the theoretical maximum amount of product (1.0 means a 100% yield; for example, 0.34 means a 34% yield). The reactants are Cl[C:2]1[CH:3]=[CH:4][C:5]([N+:9]([O-:11])=[O:10])=[C:6]([CH:8]=1)[NH2:7].C(O)C.Cl.[CH3:16][NH:17][CH3:18]. The catalyst is C(N(CC)CC)C. The product is [CH3:16][N:17]([CH3:18])[C:2]1[CH:3]=[CH:4][C:5]([N+:9]([O-:11])=[O:10])=[C:6]([CH:8]=1)[NH2:7]. The yield is 0.960.